Dataset: Reaction yield outcomes from USPTO patents with 853,638 reactions. Task: Predict the reaction yield, written as a fraction of the theoretical maximum amount of product (1.0 means a 100% yield; for example, 0.34 means a 34% yield). (1) The reactants are [NH:1]([C:8]1[N:9]([C:23]2[CH:28]=[CH:27][CH:26]=[CH:25][CH:24]=2)[C:10]2[CH:11]=[C:12]([CH3:22])[N:13]=[C:14]([C:19]([OH:21])=O)[C:15]=2[C:16](=[O:18])[CH:17]=1)[C:2]1[CH:7]=[CH:6][CH:5]=[CH:4][CH:3]=1.Cl.[CH3:30][NH:31][O:32][CH3:33].C1C=CC2N(O)N=NC=2C=1.CCN=C=NCCCN(C)C. The catalyst is C(Cl)Cl. The product is [NH:1]([C:8]1[N:9]([C:23]2[CH:28]=[CH:27][CH:26]=[CH:25][CH:24]=2)[C:10]2[CH:11]=[C:12]([CH3:22])[N:13]=[C:14]([C:19]([N:31]([O:32][CH3:33])[CH3:30])=[O:21])[C:15]=2[C:16](=[O:18])[CH:17]=1)[C:2]1[CH:3]=[CH:4][CH:5]=[CH:6][CH:7]=1. The yield is 0.550. (2) The reactants are [CH3:1][O:2][C:3]1[CH:4]=[C:5]2[O:9][C:8]([C:10]3[N:11]=[C:12]4[N:16]([CH:17]=3)[N:15]=[C:14]([O:18][CH3:19])[S:13]4)=[CH:7][C:6]2=[C:20]([OH:22])[CH:21]=1.O[CH2:24][C:25]1[N:26]=[C:27]([CH:30]2[CH2:35][CH2:34][N:33]([C:36]([O:38][C:39]([CH3:42])([CH3:41])[CH3:40])=[O:37])[CH2:32][CH2:31]2)[S:28][CH:29]=1.C(P(CCCC)CCCC)CCC.C1CCN(C(N=NC(N2CCCCC2)=O)=O)CC1. The product is [CH3:1][O:2][C:3]1[CH:21]=[C:20]([O:22][CH2:24][C:25]2[N:26]=[C:27]([CH:30]3[CH2:31][CH2:32][N:33]([C:36]([O:38][C:39]([CH3:42])([CH3:41])[CH3:40])=[O:37])[CH2:34][CH2:35]3)[S:28][CH:29]=2)[C:6]2[CH:7]=[C:8]([C:10]3[N:11]=[C:12]4[N:16]([CH:17]=3)[N:15]=[C:14]([O:18][CH3:19])[S:13]4)[O:9][C:5]=2[CH:4]=1. The catalyst is C1COCC1. The yield is 0.676.